This data is from Forward reaction prediction with 1.9M reactions from USPTO patents (1976-2016). The task is: Predict the product of the given reaction. (1) Given the reactants [F:1][C:2]1[CH:7]=[CH:6][C:5]([NH:8][CH2:9][CH2:10][C:11]2[CH:16]=[CH:15][C:14]([C:17]([F:20])([F:19])[F:18])=[CH:13][CH:12]=2)=[CH:4][C:3]=1[CH3:21].C(OC([NH:29][CH:30]([C:34]1[CH:39]=[CH:38][CH:37]=[CH:36][CH:35]=1)[C:31](O)=[O:32])=O)(C)(C)C, predict the reaction product. The product is: [NH2:29][CH:30]([C:34]1[CH:39]=[CH:38][CH:37]=[CH:36][CH:35]=1)[C:31]([N:8]([C:5]1[CH:6]=[CH:7][C:2]([F:1])=[C:3]([CH3:21])[CH:4]=1)[CH2:9][CH2:10][C:11]1[CH:16]=[CH:15][C:14]([C:17]([F:18])([F:19])[F:20])=[CH:13][CH:12]=1)=[O:32]. (2) Given the reactants [CH3:1][O:2][C:3]([O:5][CH:6]1[O:11][C:9](=[O:10])[C:8]([Cl:12])=[C:7]1Cl)=[O:4].[OH:14][C:15]1[CH:16]=[N:17][CH:18]=[CH:19][CH:20]=1.[F-].[Cs+], predict the reaction product. The product is: [CH3:1][O:2][C:3]([O:5][CH:6]1[O:11][C:9](=[O:10])[C:8]([Cl:12])=[C:7]1[O:14][C:15]1[CH:16]=[N:17][CH:18]=[CH:19][CH:20]=1)=[O:4]. (3) Given the reactants OC[C:3]1[N:7]([C:8]2[CH:9]=[C:10]([C:14]3[CH2:20][C:19](=[O:21])[NH:18][C:17]4[CH:22]=[C:23]([CH3:32])[C:24]([N:26]([CH2:28][CH:29]([CH3:31])[CH3:30])[CH3:27])=[CH:25][C:16]=4[N:15]=3)[CH:11]=[CH:12][CH:13]=2)[N:6]=[N:5][CH:4]=1.S(Cl)(Cl)=O.[Cl-].[CH:38]1(N)[CH2:40][CH2:39]1.[CH3:42][N:43](C=O)C, predict the reaction product. The product is: [CH:38]1([NH:5][CH2:4][C:3]2[N:7]([C:8]3[CH:9]=[C:10]([C:14]4[CH2:20][C:19](=[O:21])[NH:18][C:17]5[CH:22]=[C:23]([CH3:32])[C:24]([N:26]([CH2:28][CH:29]([CH3:31])[CH3:30])[CH3:27])=[CH:25][C:16]=5[N:15]=4)[CH:11]=[CH:12][CH:13]=3)[N:6]=[CH:42][N:43]=2)[CH2:40][CH2:39]1. (4) Given the reactants [C:1]([O:5][C:6]([N:8]([CH:20]1[CH2:26][C:25]2[CH:27]=[C:28]([C:31]([OH:33])=O)[CH:29]=[CH:30][C:24]=2[CH2:23][CH2:22][CH2:21]1)[CH2:9][C@H:10]([OH:19])[CH2:11][O:12][C:13]1[CH:18]=[CH:17][CH:16]=[CH:15][CH:14]=1)=[O:7])([CH3:4])([CH3:3])[CH3:2].Cl.[CH3:35][N:36](C)CCCN=C=NCC.ON1C2C=CC=CC=2N=N1.CN, predict the reaction product. The product is: [OH:19][C@H:10]([CH2:11][O:12][C:13]1[CH:18]=[CH:17][CH:16]=[CH:15][CH:14]=1)[CH2:9][N:8]([CH:20]1[CH2:21][CH2:22][CH2:23][C:24]2[CH:30]=[CH:29][C:28]([C:31](=[O:33])[NH:36][CH3:35])=[CH:27][C:25]=2[CH2:26]1)[C:6]([O:5][C:1]([CH3:4])([CH3:3])[CH3:2])=[O:7]. (5) Given the reactants C([NH:9][C:10]([NH:12][C:13]1[CH:18]=[CH:17][CH:16]=[C:15]([CH3:19])[N:14]=1)=[S:11])(=O)C1C=CC=CC=1.[OH-].[Na+], predict the reaction product. The product is: [CH3:19][C:15]1[N:14]=[C:13]([NH:12][C:10]([NH2:9])=[S:11])[CH:18]=[CH:17][CH:16]=1. (6) Given the reactants [CH2:1]([O:3][P:4]([CH2:9][O:10][CH:11]([CH2:28][O:29][C:30]1[CH:35]=[CH:34][CH:33]=[CH:32][CH:31]=1)[CH2:12][N:13]1[CH:21]=[N:20][C:19]2[C:14]1=[N:15][C:16]([O:23][CH2:24][CH2:25][O:26][CH3:27])=[N:17][C:18]=2[NH2:22])(=[O:8])[O:5][CH2:6][CH3:7])[CH3:2].C1C(=O)N([Br:43])C(=O)C1, predict the reaction product. The product is: [CH2:6]([O:5][P:4]([CH2:9][O:10][CH:11]([CH2:28][O:29][C:30]1[CH:31]=[CH:32][CH:33]=[CH:34][CH:35]=1)[CH2:12][N:13]1[C:21]([Br:43])=[N:20][C:19]2[C:14]1=[N:15][C:16]([O:23][CH2:24][CH2:25][O:26][CH3:27])=[N:17][C:18]=2[NH2:22])(=[O:8])[O:3][CH2:1][CH3:2])[CH3:7]. (7) Given the reactants [CH2:1]([C@@H:8]([CH2:12][CH2:13][C@H:14](CCC(OC(C)(C)C)=O)[C:15]([OH:17])=[O:16])[C:9]([OH:11])=[O:10])[C:2]1[CH:7]=[CH:6][CH:5]=[CH:4][CH:3]=1.Br[CH2:28][C:29]([O:31][C:32]([CH3:35])([CH3:34])[CH3:33])=[O:30], predict the reaction product. The product is: [CH2:1]([C@@H:8]([CH2:12][CH2:13][C@H:14]([CH2:28][C:29]([O:31][C:32]([CH3:35])([CH3:34])[CH3:33])=[O:30])[C:15]([OH:17])=[O:16])[C:9]([OH:11])=[O:10])[C:2]1[CH:7]=[CH:6][CH:5]=[CH:4][CH:3]=1. (8) Given the reactants Cl[C:2]1[CH:11]=[CH:10][N:9]=[C:8]2[C:3]=1[CH:4]=[CH:5][C:6]([CH3:12])=[N:7]2.[CH3:13][O:14][C:15]([C:17]1[CH:22]=[CH:21][C:20]([C:23]2[CH:28]=[CH:27][CH:26]=[CH:25][CH:24]=2)=[C:19]([NH2:29])[CH:18]=1)=[O:16], predict the reaction product. The product is: [CH3:13][O:14][C:15]([C:17]1[CH:22]=[CH:21][C:20]([C:23]2[CH:24]=[CH:25][CH:26]=[CH:27][CH:28]=2)=[C:19]([NH:29][C:2]2[C:3]3[C:8](=[N:7][C:6]([CH3:12])=[CH:5][CH:4]=3)[N:9]=[CH:10][CH:11]=2)[CH:18]=1)=[O:16]. (9) Given the reactants [F:1][C:2]1[CH:7]=[CH:6][CH:5]=[C:4]([F:8])[C:3]=1[C:9]1[NH:13][CH:12]=[C:11]([CH:14]=[O:15])[CH:10]=1.[H-].[Na+].C1OCCOCCOCCOCCOC1.Cl.[N:34]1[CH:39]=[CH:38][CH:37]=[C:36]([S:40](Cl)(=[O:42])=[O:41])[CH:35]=1, predict the reaction product. The product is: [F:1][C:2]1[CH:7]=[CH:6][CH:5]=[C:4]([F:8])[C:3]=1[C:9]1[N:13]([S:40]([C:36]2[CH:35]=[N:34][CH:39]=[CH:38][CH:37]=2)(=[O:42])=[O:41])[CH:12]=[C:11]([CH:14]=[O:15])[CH:10]=1. (10) Given the reactants [CH2:1]([N:3]1[C:7]2[CH:8]=[CH:9][C:10]([C:12]3[C:13]([C:21]4[CH:22]=[C:23]([CH3:27])[CH:24]=[CH:25][CH:26]=4)=[N:14][N:15]([CH2:17][C:18](O)=[O:19])[CH:16]=3)=[CH:11][C:6]=2[N:5]([CH2:28][CH3:29])[C:4]1=[O:30])[CH3:2].C(N1C=CN=C1)([N:33]1[CH:37]=[CH:36]N=C1)=O.C(N)C, predict the reaction product. The product is: [CH2:1]([N:3]1[C:7]2[CH:8]=[CH:9][C:10]([C:12]3[C:13]([C:21]4[CH:22]=[C:23]([CH3:27])[CH:24]=[CH:25][CH:26]=4)=[N:14][N:15]([CH2:17][C:18]([NH:33][CH2:37][CH3:36])=[O:19])[CH:16]=3)=[CH:11][C:6]=2[N:5]([CH2:28][CH3:29])[C:4]1=[O:30])[CH3:2].